From a dataset of Catalyst prediction with 721,799 reactions and 888 catalyst types from USPTO. Predict which catalyst facilitates the given reaction. (1) Reactant: C(N(CC)CC)C.[C:8](Cl)(=[O:13])[C:9]([CH3:12])([CH3:11])[CH3:10].[CH2:15]([C:17]1([CH2:27][CH3:28])[C:22](=[O:23])[O:21][CH2:20][C:19]([CH3:26])([CH2:24][OH:25])[NH:18]1)[CH3:16]. Product: [CH2:27]([C:17]1([CH2:15][CH3:16])[C:22](=[O:23])[O:21][CH2:20][C:19]([CH3:26])([CH2:24][O:25][C:8](=[O:13])[C:9]([CH3:12])([CH3:11])[CH3:10])[NH:18]1)[CH3:28]. The catalyst class is: 119. (2) Reactant: [CH3:1][O:2][C:3](=[O:28])[C@@H:4]([NH:14][C:15]([C:17]1[CH:26]=[C:25]([OH:27])[C:24]2[C:19](=[CH:20][CH:21]=[CH:22][CH:23]=2)[N:18]=1)=[O:16])[CH2:5][CH2:6][C:7]([O:9][C:10]([CH3:13])([CH3:12])[CH3:11])=[O:8].CN(C=O)C.C(=O)([O-])[O-].[Cs+].[Cs+].[CH2:40]([O:47][C:48](=[O:51])[CH2:49]Br)[C:41]1[CH:46]=[CH:45][CH:44]=[CH:43][CH:42]=1. Product: [CH3:1][O:2][C:3](=[O:28])[C@@H:4]([NH:14][C:15]([C:17]1[CH:26]=[C:25]([O:27][CH2:49][C:48]([O:47][CH2:40][C:41]2[CH:46]=[CH:45][CH:44]=[CH:43][CH:42]=2)=[O:51])[C:24]2[C:19](=[CH:20][CH:21]=[CH:22][CH:23]=2)[N:18]=1)=[O:16])[CH2:5][CH2:6][C:7]([O:9][C:10]([CH3:13])([CH3:12])[CH3:11])=[O:8]. The catalyst class is: 6. (3) Reactant: [OH:1][C:2]1[CH:3]=[C:4]([CH:7]=[CH:8][C:9]=1[O:10][CH3:11])[CH:5]=[O:6].C([O-])([O-])=O.[K+].[K+].Br[CH2:19][CH2:20][F:21].[Cl-].[Na+]. Product: [F:21][CH2:20][CH2:19][O:1][C:2]1[CH:3]=[C:4]([CH:7]=[CH:8][C:9]=1[O:10][CH3:11])[CH:5]=[O:6]. The catalyst class is: 3. (4) The catalyst class is: 320. Product: [F:11][C:10]1[C:9]([O:12][CH3:13])=[CH:8][CH:7]=[C:6]([N:14]2[CH:18]=[N:17][N:16]=[N:15]2)[C:5]=1[CH2:4][NH2:1]. Reactant: [N:1]([CH2:4][C:5]1[C:10]([F:11])=[C:9]([O:12][CH3:13])[CH:8]=[CH:7][C:6]=1[N:14]1[CH:18]=[N:17][N:16]=[N:15]1)=[N+]=[N-]. (5) Reactant: Cl.[F:2][C:3]([F:34])([F:33])[C:4]1[CH:5]=[C:6]([CH:26]=[C:27]([C:29]([F:32])([F:31])[F:30])[CH:28]=1)[CH2:7][N:8]([CH3:25])[C:9]([C@@H:11]1[CH2:16][CH2:15][NH:14][CH2:13][C@H:12]1[C:17]1[CH:22]=[CH:21][C:20]([F:23])=[CH:19][C:18]=1[CH3:24])=[O:10].CCN(CC)CC.Cl[CH2:43][CH2:44][S:45](Cl)(=[O:47])=[O:46].O. Product: [F:34][C:3]([F:2])([F:33])[C:4]1[CH:5]=[C:6]([CH:26]=[C:27]([C:29]([F:30])([F:31])[F:32])[CH:28]=1)[CH2:7][N:8]([CH3:25])[C:9]([C@@H:11]1[CH2:16][CH2:15][N:14]([S:45]([CH:44]=[CH2:43])(=[O:47])=[O:46])[CH2:13][C@H:12]1[C:17]1[CH:22]=[CH:21][C:20]([F:23])=[CH:19][C:18]=1[CH3:24])=[O:10]. The catalyst class is: 1. (6) Reactant: [NH2:1][CH:2]1[CH2:7][CH2:6][N:5]([CH2:8][CH:9]=[CH:10][C:11]2[CH:16]=[CH:15][CH:14]=[CH:13][CH:12]=2)[CH2:4][CH2:3]1.C(N(C(C)C)CC)(C)C.[Cl:26][C:27]1[CH:28]=[C:29]2[C:34](=[CH:35][CH:36]=1)[O:33][C:32](=[O:37])[CH:31]=[C:30]2OS(C(F)(F)F)(=O)=O. Product: [Cl:26][C:27]1[CH:28]=[C:29]2[C:34](=[CH:35][CH:36]=1)[O:33][C:32](=[O:37])[CH:31]=[C:30]2[NH:1][CH:2]1[CH2:7][CH2:6][N:5]([CH2:8][CH:9]=[CH:10][C:11]2[CH:12]=[CH:13][CH:14]=[CH:15][CH:16]=2)[CH2:4][CH2:3]1. The catalyst class is: 22. (7) Reactant: [Cl:1][C:2]1[CH:10]=[C:9]([CH:11]([N:13]([CH:29]2[CH2:31][CH2:30]2)[C:14]([C@@H:16]2[O:21][CH2:20][CH2:19][N:18](C(OC(C)(C)C)=O)[CH2:17]2)=[O:15])[CH3:12])[CH:8]=[C:7]2[C:3]=1[C:4]([CH3:37])=[N:5][N:6]2[CH2:32][CH2:33][CH2:34][O:35][CH3:36].Cl.O1CCOCC1. Product: [Cl:1][C:2]1[CH:10]=[C:9]([C@H:11]([N:13]([CH:29]2[CH2:31][CH2:30]2)[C:14]([C@@H:16]2[O:21][CH2:20][CH2:19][NH:18][CH2:17]2)=[O:15])[CH3:12])[CH:8]=[C:7]2[C:3]=1[C:4]([CH3:37])=[N:5][N:6]2[CH2:32][CH2:33][CH2:34][O:35][CH3:36].[Cl:1][C:2]1[CH:10]=[C:9]([C@@H:11]([N:13]([CH:29]2[CH2:31][CH2:30]2)[C:14]([C@@H:16]2[O:21][CH2:20][CH2:19][NH:18][CH2:17]2)=[O:15])[CH3:12])[CH:8]=[C:7]2[C:3]=1[C:4]([CH3:37])=[N:5][N:6]2[CH2:32][CH2:33][CH2:34][O:35][CH3:36]. The catalyst class is: 22. (8) Reactant: [F:1][C:2]1[CH:3]=[C:4]2[C:9](=[CH:10][CH:11]=1)[N:8]=[C:7]([CH:12]([NH:14]C(=O)OC(C)(C)C)[CH3:13])[C:6]([C:22]1[CH:27]=[CH:26][CH:25]=[CH:24][N:23]=1)=[C:5]2[C:28]1[CH:33]=[CH:32][CH:31]=[CH:30][N:29]=1.O1CCOCC1. Product: [F:1][C:2]1[CH:3]=[C:4]2[C:9](=[CH:10][CH:11]=1)[N:8]=[C:7]([CH:12]([NH2:14])[CH3:13])[C:6]([C:22]1[CH:27]=[CH:26][CH:25]=[CH:24][N:23]=1)=[C:5]2[C:28]1[CH:33]=[CH:32][CH:31]=[CH:30][N:29]=1. The catalyst class is: 33. (9) Reactant: [F:1][CH:2]([F:26])[C:3]1[O:4][C:5]([C:16]2[CH:25]=[CH:24][C:19]([O:20][CH2:21][CH2:22][NH2:23])=[CH:18][CH:17]=2)=[C:6]([C:8]2[CH:9]=[N:10][C:11]([O:14][CH3:15])=[CH:12][CH:13]=2)[N:7]=1.C(N(CC)CC)C.[CH3:34][S:35](Cl)(=[O:37])=[O:36]. Product: [F:26][CH:2]([F:1])[C:3]1[O:4][C:5]([C:16]2[CH:25]=[CH:24][C:19]([O:20][CH2:21][CH2:22][NH:23][S:35]([CH3:34])(=[O:37])=[O:36])=[CH:18][CH:17]=2)=[C:6]([C:8]2[CH:9]=[N:10][C:11]([O:14][CH3:15])=[CH:12][CH:13]=2)[N:7]=1. The catalyst class is: 4.